This data is from Full USPTO retrosynthesis dataset with 1.9M reactions from patents (1976-2016). The task is: Predict the reactants needed to synthesize the given product. (1) Given the product [ClH:2].[ClH:1].[Cl:2][C:3]1[C:4]([N:12]2[CH2:13][CH2:14][N:15]([C:18](=[O:39])[C@@H:19]([C:20]3[CH:25]=[CH:24][C:23]([Cl:26])=[CH:22][CH:21]=3)[C@@H:27]3[CH2:31][CH2:30][CH2:29][NH:28]3)[CH2:16][CH2:17]2)=[C:5]2[CH:11]=[N:10][NH:9][C:6]2=[N:7][CH:8]=1, predict the reactants needed to synthesize it. The reactants are: [ClH:1].[Cl:2][C:3]1[C:4]([N:12]2[CH2:17][CH2:16][N:15]([C:18](=[O:39])[C@H:19]([C@@H:27]3[CH2:31][CH2:30][CH2:29][N:28]3C(OC(C)(C)C)=O)[C:20]3[CH:25]=[CH:24][C:23]([Cl:26])=[CH:22][CH:21]=3)[CH2:14][CH2:13]2)=[C:5]2[CH:11]=[N:10][NH:9][C:6]2=[N:7][CH:8]=1. (2) Given the product [Br:19][C:6]1[C:5]([CH3:11])=[N:4][C:3]([O:2][CH3:1])=[CH:8][C:7]=1[CH2:9][OH:10], predict the reactants needed to synthesize it. The reactants are: [CH3:1][O:2][C:3]1[CH:8]=[C:7]([CH2:9][OH:10])[CH:6]=[C:5]([CH3:11])[N:4]=1.C1C(=O)N([Br:19])C(=O)C1.[OH-].[Na+]. (3) Given the product [F:1][C:2]([F:13])([F:12])[CH2:3][CH2:4][C@@H:5]([C:6]([OH:14])=[O:11])[NH2:9], predict the reactants needed to synthesize it. The reactants are: [F:1][C:2]([F:13])([F:12])[CH2:3][CH2:4][CH:5]1[NH:9]C(=O)N[C:6]1=[O:11].[OH-:14].[Na+].